The task is: Predict the reactants needed to synthesize the given product.. This data is from Full USPTO retrosynthesis dataset with 1.9M reactions from patents (1976-2016). (1) Given the product [N:1]1([CH2:5][C:6]2[CH:11]=[C:10]([C:12]3[CH:42]=[C:41]([Cl:43])[CH:40]=[CH:39][C:13]=3[O:14][C:15]3[C:20]([F:21])=[CH:19][C:18]([S:22]([NH:25][C:33]4[N:34]=[CH:35][S:36][CH:37]=4)(=[O:23])=[O:24])=[C:17]([F:38])[CH:16]=3)[CH:9]=[CH:8][N:7]=2)[CH2:2][CH2:3][CH2:4]1, predict the reactants needed to synthesize it. The reactants are: [N:1]1([CH2:5][C:6]2[CH:11]=[C:10]([C:12]3[CH:42]=[C:41]([Cl:43])[CH:40]=[CH:39][C:13]=3[O:14][C:15]3[C:20]([F:21])=[CH:19][C:18]([S:22]([N:25]([C:33]4[N:34]=[CH:35][S:36][CH:37]=4)C(=O)OC(C)(C)C)(=[O:24])=[O:23])=[C:17]([F:38])[CH:16]=3)[CH:9]=[CH:8][N:7]=2)[CH2:4][CH2:3][CH2:2]1.Cl. (2) Given the product [CH3:43][O:44][C:45]1[CH:50]=[CH:49][CH:48]=[CH:47][C:46]=1[C:51]1[C:52]2[N:53]([N:57]=[C:58]([NH:60][C:62]3[CH:63]=[CH:64][C:65]([N:68]4[CH2:69][CH2:70][O:71][CH2:72][CH2:73]4)=[CH:66][CH:67]=3)[N:59]=2)[CH:54]=[CH:55][CH:56]=1, predict the reactants needed to synthesize it. The reactants are: CC1(C)C2C=CC=C(P(C3C=CC=CC=3)C3C=CC=CC=3)C=2OC2C1=CC=CC=2P(C1C=CC=CC=1)C1C=CC=CC=1.[CH3:43][O:44][C:45]1[CH:50]=[CH:49][CH:48]=[CH:47][C:46]=1[C:51]1[C:52]2[N:53]([N:57]=[C:58]([NH2:60])[N:59]=2)[CH:54]=[CH:55][CH:56]=1.Br[C:62]1[CH:67]=[CH:66][C:65]([N:68]2[CH2:73][CH2:72][O:71][CH2:70][CH2:69]2)=[CH:64][CH:63]=1.C(=O)([O-])[O-].[Cs+].[Cs+]. (3) Given the product [Cl:30][C:13]1[C:9]2[NH:10][C:11]3[CH:12]=[C:4]([C:1](=[O:3])[CH3:2])[CH:5]=[CH:6][C:7]=3[C:8]=2[C:16]([C:17]2[CH:22]=[CH:21][CH:20]=[C:19]([N+:23]([O-:25])=[O:24])[C:18]=2[CH3:26])=[N:15][N:14]=1, predict the reactants needed to synthesize it. The reactants are: [C:1]([C:4]1[CH:5]=[CH:6][C:7]2[C:8]3[C:16]([C:17]4[CH:22]=[CH:21][CH:20]=[C:19]([N+:23]([O-:25])=[O:24])[C:18]=4[CH3:26])=[N:15][NH:14][C:13](=O)[C:9]=3[NH:10][C:11]=2[CH:12]=1)(=[O:3])[CH3:2].P(Cl)(Cl)([Cl:30])=O. (4) Given the product [CH3:62][O:63][C:64](=[O:68])[CH2:65][CH2:66][NH:67][C:33](=[O:34])[C:32]1[CH:31]=[CH:30][C:29]([CH:14]2[CH:15]([C:16](=[O:28])[C:17]3[CH:22]=[CH:21][C:20]([O:23][C:24]([F:26])([F:27])[F:25])=[CH:19][CH:18]=3)[CH:13]2[C:10]2[CH:9]=[CH:8][C:7]([CH:1]3[CH2:6][CH2:5][CH2:4][CH2:3][CH2:2]3)=[CH:12][CH:11]=2)=[CH:37][CH:36]=1, predict the reactants needed to synthesize it. The reactants are: [CH:1]1([C:7]2[CH:12]=[CH:11][C:10]([CH:13]3[CH:15]([C:16](=[O:28])[C:17]4[CH:22]=[CH:21][C:20]([O:23][C:24]([F:27])([F:26])[F:25])=[CH:19][CH:18]=4)[CH:14]3[C:29]3[CH:37]=[CH:36][C:32]([C:33](O)=[O:34])=[CH:31][CH:30]=3)=[CH:9][CH:8]=2)[CH2:6][CH2:5][CH2:4][CH2:3][CH2:2]1.Cl.CN(C)CCCN=C=NCC.O.ON1C2C=CC=CC=2N=N1.Cl.[CH3:62][O:63][C:64](=[O:68])[CH2:65][CH2:66][NH2:67].C(N(C(C)C)CC)(C)C. (5) The reactants are: C[O:2][C:3]1[C:8]([CH2:9][N:10]2[CH2:15][CH2:14][CH:13]([CH2:16][CH2:17][C:18]3[CH:23]=[CH:22][CH:21]=[CH:20][C:19]=3[O:24][CH2:25][CH:26]3[CH2:31][CH2:30][CH2:29][CH2:28][CH2:27]3)[CH2:12][CH2:11]2)=[CH:7][CH:6]=[CH:5][N:4]=1.Cl.C[OH:34].[C:35](=[O:38])([OH:37])[O-].[Na+]. Given the product [C:25]([OH:24])(=[O:34])[C:35]([OH:37])=[O:38].[O:2]=[C:3]1[C:8]([CH2:9][N:10]2[CH2:11][CH2:12][CH:13]([CH2:16][CH2:17][C:18]3[CH:23]=[CH:22][CH:21]=[CH:20][C:19]=3[O:24][CH2:25][CH:26]3[CH2:31][CH2:30][CH2:29][CH2:28][CH2:27]3)[CH2:14][CH2:15]2)=[CH:7][CH:6]=[CH:5][NH:4]1, predict the reactants needed to synthesize it. (6) Given the product [Br:4][C:5]1[CH:12]=[C:9]2[C:8](=[CH:7][CH:6]=1)[N:13]=[C:17]([CH3:24])[C:18]([C:19]([O:21][CH2:22][CH3:23])=[O:20])=[CH:10]2, predict the reactants needed to synthesize it. The reactants are: [Sn](Cl)Cl.[Br:4][C:5]1[CH:6]=[CH:7][C:8]([N+:13]([O-])=O)=[C:9]([CH:12]=1)[CH:10]=O.O=[C:17]([CH3:24])[CH2:18][C:19]([O:21][CH2:22][CH3:23])=[O:20].